Dataset: Reaction yield outcomes from USPTO patents with 853,638 reactions. Task: Predict the reaction yield, written as a fraction of the theoretical maximum amount of product (1.0 means a 100% yield; for example, 0.34 means a 34% yield). (1) The product is [Cl:1][C:2]1[CH:7]=[C:6]([Cl:8])[CH:5]=[CH:4][C:3]=1[C:9]1([C:26]2[CH:27]=[CH:28][C:29]([F:32])=[CH:30][CH:31]=2)[O:13][C:12]2[CH:14]=[C:15]([F:25])[C:16]([C:18]([N:20]3[CH2:21][C@H:22]([OH:33])[C@H:23]([OH:42])[CH2:24]3)=[O:19])=[CH:17][C:11]=2[O:10]1. The reactants are [Cl:1][C:2]1[CH:7]=[C:6]([Cl:8])[CH:5]=[CH:4][C:3]=1[C:9]1([C:26]2[CH:31]=[CH:30][C:29]([F:32])=[CH:28][CH:27]=2)[O:13][C:12]2[CH:14]=[C:15]([F:25])[C:16]([C:18]([N:20]3[CH2:24][CH:23]=[CH:22][CH2:21]3)=[O:19])=[CH:17][C:11]=2[O:10]1.[OH2:33].C[N+]1([O-])CCOCC1.[OH2:42].O.O.O.O.S([O-])([O-])(=O)=S.[Na+].[Na+]. The yield is 0.740. The catalyst is CC(C)=O.O.[Os](=O)(=O)(=O)=O.O.O.[O-][Os]([O-])(=O)=O.[K+].[K+]. (2) The reactants are [Cl:1][C:2]1[CH:3]=[C:4]([C:9]2[O:13][N:12]=[CH:11][C:10]=2[C:14](OCC)=[O:15])[CH:5]=[CH:6][C:7]=1[F:8].[H-].C([Al+]CC(C)C)C(C)C.Cl. The catalyst is O1CCCC1. The product is [Cl:1][C:2]1[CH:3]=[C:4]([C:9]2[O:13][N:12]=[CH:11][C:10]=2[CH2:14][OH:15])[CH:5]=[CH:6][C:7]=1[F:8]. The yield is 0.950.